Dataset: Reaction yield outcomes from USPTO patents with 853,638 reactions. Task: Predict the reaction yield, written as a fraction of the theoretical maximum amount of product (1.0 means a 100% yield; for example, 0.34 means a 34% yield). (1) The reactants are Cl.[NH2:2][OH:3].C[O-].[Na+].CO.C[O:10][C:11](=O)[C@@H:12]([NH:16][C:17](=[O:39])[C:18]1[CH:23]=[CH:22][C:21]([S:24][CH2:25][C:26]2[CH:31]=[CH:30][C:29]([CH2:32][N:33]3[CH2:38][CH2:37][O:36][CH2:35][CH2:34]3)=[CH:28][CH:27]=2)=[CH:20][CH:19]=1)[C@H:13]([OH:15])[CH3:14].Cl. The catalyst is CO.C1COCC1.CO. The product is [OH:15][C@H:13]([CH3:14])[C@H:12]([NH:16][C:17](=[O:39])[C:18]1[CH:23]=[CH:22][C:21]([S:24][CH2:25][C:26]2[CH:27]=[CH:28][C:29]([CH2:32][N:33]3[CH2:34][CH2:35][O:36][CH2:37][CH2:38]3)=[CH:30][CH:31]=2)=[CH:20][CH:19]=1)[C:11](=[O:10])[NH:2][OH:3]. The yield is 0.500. (2) The reactants are [Br:1][C:2]1[CH:8]=[CH:7][C:5]([NH2:6])=[C:4]([C:9]([F:12])([F:11])[F:10])[CH:3]=1.Cl.[N:14]([O-])=O.[Na+].[O:18]=[C:19]1[CH2:24][CH2:23][CH2:22][CH2:21][CH:20]1C(O)=O. The catalyst is O. The product is [Br:1][C:2]1[CH:8]=[CH:7][C:5]([NH:6][N:14]=[C:20]2[CH2:21][CH2:22][CH2:23][CH2:24][C:19]2=[O:18])=[C:4]([C:9]([F:10])([F:11])[F:12])[CH:3]=1. The yield is 0.300. (3) The reactants are [CH:1]12[CH2:8][CH2:7][CH:4]([CH2:5][CH2:6]1)[C:3](=[O:9])[NH:2]2.Cl.Br[C:12]1[CH:17]=[CH:16][N:15]=[CH:14][CH:13]=1.C([O-])([O-])=O.[Cs+].[Cs+].CC1(C)C2C(=C(P(C3C=CC=CC=3)C3C=CC=CC=3)C=CC=2)OC2C(P(C3C=CC=CC=3)C3C=CC=CC=3)=CC=CC1=2. The catalyst is C1C=CC([P]([Pd]([P](C2C=CC=CC=2)(C2C=CC=CC=2)C2C=CC=CC=2)([P](C2C=CC=CC=2)(C2C=CC=CC=2)C2C=CC=CC=2)[P](C2C=CC=CC=2)(C2C=CC=CC=2)C2C=CC=CC=2)(C2C=CC=CC=2)C2C=CC=CC=2)=CC=1. The product is [N:15]1[CH:16]=[CH:17][C:12]([N:2]2[C:3](=[O:9])[CH:4]3[CH2:7][CH2:8][CH:1]2[CH2:6][CH2:5]3)=[CH:13][CH:14]=1. The yield is 0.619. (4) The reactants are [CH2:1]([N:8]([CH2:12][Si](C)(C)C)[CH2:9]OC)[C:2]1[CH:7]=[CH:6][CH:5]=[CH:4][CH:3]=1.[C:17]([O:23][CH2:24][CH3:25])(=[O:22])/[CH:18]=[CH:19]\[CH2:20][CH3:21]. The catalyst is C(Cl)Cl.C(O)(C(F)(F)F)=O. The product is [CH2:1]([N:8]1[CH2:9][C@H:19]([CH2:20][CH3:21])[C@H:18]([C:17]([O:23][CH2:24][CH3:25])=[O:22])[CH2:12]1)[C:2]1[CH:3]=[CH:4][CH:5]=[CH:6][CH:7]=1. The yield is 0.960.